This data is from Experimentally validated miRNA-target interactions with 360,000+ pairs, plus equal number of negative samples. The task is: Binary Classification. Given a miRNA mature sequence and a target amino acid sequence, predict their likelihood of interaction. (1) The miRNA is hsa-miR-4726-5p with sequence AGGGCCAGAGGAGCCUGGAGUGG. The protein sequence of the target gene is MMEKNTSEGPACSPEETASESAKVPTAEPPGEVAVSESTREEQVPKPQAPAPQAPTASTATKPAPPSEDVPSAPLLLTLDDVSSSSVTVSWEPPERLGRLGLQGYVLELCREGASEWVPVSARPMMVTQQTVRNLALGDKFLLRVSAVSSAGAGPPAMLDQPIHIRENIEAPKIRVPRHLRQTYIRQVGETVNLQIPFQGKPKPQATWTHNGHALDSQRVSMRTGDQDSILFIRSAQRSDSGRYELTVRVEDLEAKAVIDILVIEKPGPPSSIRLLDVWGCNAALQWTPPQDTGNTELLG.... Result: 0 (no interaction). (2) The miRNA is hsa-miR-4766-3p with sequence AUAGCAAUUGCUCUUUUGGAA. The protein sequence of the target gene is MKTFIALLALLTVVSAEVHQFNIGYRPNMRQRMNAKGKLAEYEKERNELLSKKSLQLASSSSPVIDYEDMAYMVQISLGSPAQNFVLFIDSGSSNLWVPDITCAGGKDATCGSYCKSTPYDACLTFCQEECCTKTVEGVKVLSTTDACQSKHRFNSSLSSSYVTNGQKFDMTYNTGEVKGFFGVDTFCFTNTSVCATGQVFGQATTIGEAFAKQPEDGIIGLGWPALAVNQQTPPLFNLMNQGKLDQPYFVVYLANIGPTSQINGGAFTVGGLDTTHCSSNVDWVPLSTQTFWQFKLGGV.... Result: 0 (no interaction). (3) The miRNA is hsa-miR-99b-3p with sequence CAAGCUCGUGUCUGUGGGUCCG. The protein sequence of the target gene is MDETVAEFIKRTILKIPMNELTTILKAWDFLSENQLQTVNFRQRKESVVQHLIHLCEEKRASISDAALLDIIYMQFHQHQKVWEVFQMSKGPGEDVDLFDMKQFKNSFKKILQRALKNVTVSFRETEENAVWIRIAWGTQYTKPNQYKPTYVVYYSQTPYAFTSSSMLRRNTPLLGQALTIASKHHQIVKMDLRSRYLDSLKAIVFKQYNQTFETHNSTTPLQERSLGLDINMDSRIIHENIVEKERVQRITQETFGDYPQPQLEFAQYKLETKFKSGLNGSILAEREEPLRCLIKFSSP.... Result: 1 (interaction). (4) The miRNA is hsa-miR-1225-5p with sequence GUGGGUACGGCCCAGUGGGGGG. The protein sequence of the target gene is MFTRAVSRLSRKRPPSDIHDGDGSSSSGHQSLKSTAKWASSLENLLEDPEGVQRFREFLKKEFSEENVLFWLACEDFKKTEDRKQMQEKAKEIYMTFLSNKASSQVNVEGQSRLTEKILEEPHPLMFQKLQDQIFNLMKYDSYSRFLKSDLFLKPKRTEEEEEEPPDAQTAAKRASRIYNT. Result: 0 (no interaction). (5) The miRNA is hsa-miR-4713-3p with sequence UGGGAUCCAGACAGUGGGAGAA. The protein sequence of the target gene is MADSAELKQMVMSLRVSELQVLLGYAGRNKHGRKHELLTKALHLLKAGCSPAVQMKIKELYRRRFPQKIMTPADLSIPNVHSSPMPATLSPSTIPQLTYDGHPASSPLLPVSLLGPKHELELPHLTSALHPVHPDIKLQKLPFYDLLDELIKPTSLASDNSQRFRETCFAFALTPQQVQQISSSMDISGTKCDFTVQVQLRFCLSETSCPQEDHFPPNLCVKVNTKPCSLPGYLPPTKNGVEPKRPSRPINITSLVRLSTTVPNTIVVSWTAEIGRNYSMAVYLVKQLSSTVLLQRLRAK.... Result: 0 (no interaction).